Dataset: Cav3 T-type calcium channel HTS with 100,875 compounds. Task: Binary Classification. Given a drug SMILES string, predict its activity (active/inactive) in a high-throughput screening assay against a specified biological target. (1) The compound is O1CCN(CCn2c3c(nc2NCc2occc2)cccc3)CC1. The result is 0 (inactive). (2) The molecule is S(CC(=O)N1CCCCC1)c1n(c2ccc(OC)cc2)c(O)cc(=O)n1. The result is 0 (inactive). (3) The compound is S(=O)(=O)(N1CCOCC1)c1cc2c([nH]cc(c2=O)C(=O)NCc2cc3OCOc3cc2)cc1. The result is 0 (inactive). (4) The result is 0 (inactive). The compound is S(CC(=O)N1CCC(CC1)C)c1oc(nn1)c1c(OC)cccc1. (5) The drug is Clc1cc(C(=O)N(CCCC)CC)ccc1Cl. The result is 0 (inactive).